This data is from Forward reaction prediction with 1.9M reactions from USPTO patents (1976-2016). The task is: Predict the product of the given reaction. (1) Given the reactants F[C:2]1[CH:3]=[C:4]([CH:9]=[CH:10][C:11]=1[N+:12]([O-:14])=[O:13])[C:5]([O:7][CH3:8])=[O:6].C(N(CC)CC)C.[CH3:22][CH:23]([CH3:26])[CH2:24][NH2:25].CC(N(C)C)=O, predict the reaction product. The product is: [CH2:24]([NH:25][C:2]1[CH:3]=[C:4]([CH:9]=[CH:10][C:11]=1[N+:12]([O-:14])=[O:13])[C:5]([O:7][CH3:8])=[O:6])[CH:23]([CH3:26])[CH3:22]. (2) Given the reactants CO.[Na].CO[C:6](=[O:17])[C:7]1[C:8](=[CH:13][CH:14]=[CH:15][CH:16]=1)[C:9]([O:11]C)=O.[Br:18][C:19]1[CH:24]=[CH:23][C:22]([C:25](=[O:27])[CH3:26])=[CH:21][CH:20]=1, predict the reaction product. The product is: [Br:18][C:19]1[CH:24]=[CH:23][C:22]([C:25]([CH:26]2[C:6](=[O:17])[C:7]3[C:8](=[CH:13][CH:14]=[CH:15][CH:16]=3)[C:9]2=[O:11])=[O:27])=[CH:21][CH:20]=1.